Dataset: Forward reaction prediction with 1.9M reactions from USPTO patents (1976-2016). Task: Predict the product of the given reaction. (1) The product is: [CH3:1][O:2][C:3](=[O:18])[C:4]1[CH:9]=[CH:8][C:7]([O:10][CH2:11][CH2:12][N:13]([S:14]([CH3:17])(=[O:16])=[O:15])[CH2:29]/[CH:30]=[CH:31]/[C:32]2[CH:37]=[CH:36][CH:35]=[CH:34][CH:33]=2)=[CH:6][CH:5]=1. Given the reactants [CH3:1][O:2][C:3](=[O:18])[C:4]1[CH:9]=[CH:8][C:7]([O:10][CH2:11][CH2:12][NH:13][S:14]([CH3:17])(=[O:16])=[O:15])=[CH:6][CH:5]=1.C[Si]([N-][Si](C)(C)C)(C)C.[Na+].[CH2:29](Br)[CH:30]=[CH:31][C:32]1[CH:37]=[CH:36][CH:35]=[CH:34][CH:33]=1.Cl, predict the reaction product. (2) Given the reactants [C:1]([C:5]1[CH:6]=[CH:7][C:8]([NH2:11])=[N:9][CH:10]=1)([CH3:4])([CH3:3])[CH3:2].CC1C=CC(S(O[CH2:23][C@H:24]2[CH2:28][CH2:27][CH2:26][O:25]2)(=O)=O)=CC=1, predict the reaction product. The product is: [C:1]([C:5]1[CH:6]=[CH:7][C:8](=[NH:11])[N:9]([CH2:23][C@H:24]2[CH2:28][CH2:27][CH2:26][O:25]2)[CH:10]=1)([CH3:4])([CH3:2])[CH3:3].